This data is from Reaction yield outcomes from USPTO patents with 853,638 reactions. The task is: Predict the reaction yield, written as a fraction of the theoretical maximum amount of product (1.0 means a 100% yield; for example, 0.34 means a 34% yield). (1) The yield is 0.550. The catalyst is C1C=CC(/C=C/C(/C=C/C2C=CC=CC=2)=O)=CC=1.C1C=CC(/C=C/C(/C=C/C2C=CC=CC=2)=O)=CC=1.C1C=CC(/C=C/C(/C=C/C2C=CC=CC=2)=O)=CC=1.[Pd].[Pd].O1CCOCC1. The reactants are [NH2:1][C:2]1[N:7]=[CH:6][C:5]([N:8]2[CH2:13][CH2:12][N:11]([C:14]([O:16][C:17]([CH3:20])([CH3:19])[CH3:18])=[O:15])[CH2:10][C@@H:9]2[CH2:21][CH3:22])=[CH:4][CH:3]=1.Br[C:24]1[C:25](=[O:32])[N:26]([CH3:31])[CH:27]=[C:28]([Br:30])[CH:29]=1.CC1(C)C2C(=C(P(C3C=CC=CC=3)C3C=CC=CC=3)C=CC=2)OC2C(P(C3C=CC=CC=3)C3C=CC=CC=3)=CC=CC1=2.C(=O)([O-])[O-].[Cs+].[Cs+]. The product is [Br:30][C:28]1[CH:29]=[C:24]([NH:1][C:2]2[N:7]=[CH:6][C:5]([N:8]3[CH2:13][CH2:12][N:11]([C:14]([O:16][C:17]([CH3:18])([CH3:20])[CH3:19])=[O:15])[CH2:10][C@@H:9]3[CH2:21][CH3:22])=[CH:4][CH:3]=2)[C:25](=[O:32])[N:26]([CH3:31])[CH:27]=1. (2) The reactants are CC(C)(C)C([O:5][CH2:6][C:7]1[CH:12]=[CH:11][C:10]([C:13]2[CH:18]=[C:17]([O:19][CH3:20])[CH:16]=[CH:15][C:14]=2[F:21])=[C:9]([C:22]2[N:26]([CH:27]([CH3:29])[CH3:28])[CH:25]=[N:24][N:23]=2)[CH:8]=1)=O. The catalyst is CO.O. The product is [F:21][C:14]1[CH:15]=[CH:16][C:17]([O:19][CH3:20])=[CH:18][C:13]=1[C:10]1[CH:11]=[CH:12][C:7]([CH2:6][OH:5])=[CH:8][C:9]=1[C:22]1[N:26]([CH:27]([CH3:29])[CH3:28])[CH:25]=[N:24][N:23]=1. The yield is 0.890. (3) The reactants are N12CCCN=C1CCCCC2.[Br:12][CH:13]([C:16]1[C:24]2[O:23][C:22]([C:25]3[CH:30]=[CH:29][C:28]([OH:31])=[CH:27][CH:26]=3)=[N:21][C:20]=2[CH:19]=[C:18]([OH:32])[CH:17]=1)[CH2:14]Br.Cl. The catalyst is C(#N)C. The product is [Br:12][C:13]([C:16]1[C:24]2[O:23][C:22]([C:25]3[CH:30]=[CH:29][C:28]([OH:31])=[CH:27][CH:26]=3)=[N:21][C:20]=2[CH:19]=[C:18]([OH:32])[CH:17]=1)=[CH2:14]. The yield is 0.580. (4) The reactants are [CH3:1][C@@H:2]1[CH2:7][O:6][CH2:5][CH2:4][N:3]1[C:8]1[N:16]=[C:15]2[C:11]([N:12]=[CH:13][NH:14]2)=[C:10]([N:17]2[CH2:22][CH2:21][O:20][CH2:19][C@H:18]2[CH3:23])[N:9]=1.[O:24]1[CH:29]=[CH:28][CH2:27][CH2:26][CH2:25]1.FC(F)(F)C(OC(=O)C(F)(F)F)=O.FC(F)(F)C(O)=O.C([O-])([O-])=O.[Na+].[Na+]. The catalyst is CCOC(C)=O. The product is [CH3:1][C@@H:2]1[CH2:7][O:6][CH2:5][CH2:4][N:3]1[C:8]1[N:16]=[C:15]2[C:11]([N:12]=[CH:13][N:14]2[CH:25]2[CH2:26][CH2:27][CH2:28][CH2:29][O:24]2)=[C:10]([N:17]2[CH2:22][CH2:21][O:20][CH2:19][C@H:18]2[CH3:23])[N:9]=1. The yield is 0.790.